This data is from Full USPTO retrosynthesis dataset with 1.9M reactions from patents (1976-2016). The task is: Predict the reactants needed to synthesize the given product. (1) Given the product [CH2:27]([NH:29][C:30]([NH:1][C:2]1[CH:7]=[CH:6][C:5]([C:8]2[N:13]=[C:12]([N:14]3[CH2:15][CH2:16][O:17][CH2:18][CH2:19]3)[C:11]3=[CH:20][C:21]([CH2:23][N:24]([CH3:26])[CH3:25])=[CH:22][N:10]3[N:9]=2)=[CH:4][CH:3]=1)=[O:31])[CH3:28], predict the reactants needed to synthesize it. The reactants are: [NH2:1][C:2]1[CH:7]=[CH:6][C:5]([C:8]2[N:13]=[C:12]([N:14]3[CH2:19][CH2:18][O:17][CH2:16][CH2:15]3)[C:11]3=[CH:20][C:21]([CH2:23][N:24]([CH3:26])[CH3:25])=[CH:22][N:10]3[N:9]=2)=[CH:4][CH:3]=1.[CH2:27]([N:29]=[C:30]=[O:31])[CH3:28]. (2) The reactants are: C[O:2][C:3]1[N:8]=[C:7](S(C)(=O)=O)[N:6]=[C:5]([C:13]2[CH:29]=[CH:28][C:16]3[NH:17][C:18]([NH:20][C:21]([C:23]4[S:24][CH:25]=[CH:26][CH:27]=4)=[O:22])=[N:19][C:15]=3[CH:14]=2)[CH:4]=1.[F:30][C:31]1[CH:37]=[CH:36][CH:35]=[CH:34][C:32]=1[NH2:33]. Given the product [F:30][C:31]1[CH:37]=[CH:36][CH:35]=[CH:34][C:32]=1[NH:33][C:7]1[NH:8][C:3](=[O:2])[CH:4]=[C:5]([C:13]2[CH:29]=[CH:28][C:16]3[NH:17][C:18]([NH:20][C:21]([C:23]4[S:24][CH:25]=[CH:26][CH:27]=4)=[O:22])=[N:19][C:15]=3[CH:14]=2)[N:6]=1, predict the reactants needed to synthesize it. (3) Given the product [C:1]([N:4]([CH2:16][C:17]1[CH:18]=[CH:19][C:20]([C:21]([OH:23])=[O:22])=[CH:25][CH:26]=1)[CH2:5][C:6]1[N:7]=[N:8][N:9]([CH3:11])[CH:10]=1)(=[O:3])[CH3:2], predict the reactants needed to synthesize it. The reactants are: [C:1]([N:4]([CH2:16][C:17]1[CH:26]=[CH:25][C:20]([C:21]([O:23]C)=[O:22])=[CH:19][CH:18]=1)[CH2:5][C:6]1[N:7]=[N:8][N:9]([CH2:11][Si](C)(C)C)[CH:10]=1)(=[O:3])[CH3:2].C1COCC1.[Li+].[OH-]. (4) Given the product [F:29][C:2]([F:1])([F:30])[C:3]1[CH:8]=[CH:7][N:6]=[C:5]([N:9]2[CH2:10][CH2:11][CH:12]([CH2:15][NH:16][C:17]([C:19]3[CH:28]=[CH:27][C:22]([C:23]([OH:25])=[O:24])=[CH:21][CH:20]=3)=[O:18])[CH2:13][CH2:14]2)[N:4]=1, predict the reactants needed to synthesize it. The reactants are: [F:1][C:2]([F:30])([F:29])[C:3]1[CH:8]=[CH:7][N:6]=[C:5]([N:9]2[CH2:14][CH2:13][CH:12]([CH2:15][NH:16][C:17]([C:19]3[CH:28]=[CH:27][C:22]([C:23]([O:25]C)=[O:24])=[CH:21][CH:20]=3)=[O:18])[CH2:11][CH2:10]2)[N:4]=1.CO.O.[OH-].[Li+].